This data is from NCI-60 drug combinations with 297,098 pairs across 59 cell lines. The task is: Regression. Given two drug SMILES strings and cell line genomic features, predict the synergy score measuring deviation from expected non-interaction effect. (1) Drug 1: C1=NC2=C(N=C(N=C2N1C3C(C(C(O3)CO)O)O)F)N. Drug 2: CCC1=C2CN3C(=CC4=C(C3=O)COC(=O)C4(CC)O)C2=NC5=C1C=C(C=C5)O. Cell line: SR. Synergy scores: CSS=47.3, Synergy_ZIP=0.581, Synergy_Bliss=-1.21, Synergy_Loewe=-39.1, Synergy_HSA=-1.55. (2) Drug 2: C1CN(CCN1C(=O)CCBr)C(=O)CCBr. Synergy scores: CSS=23.7, Synergy_ZIP=-4.08, Synergy_Bliss=0.840, Synergy_Loewe=2.00, Synergy_HSA=1.52. Drug 1: C1=CN(C=N1)CC(O)(P(=O)(O)O)P(=O)(O)O. Cell line: SK-MEL-2. (3) Drug 1: CC1OCC2C(O1)C(C(C(O2)OC3C4COC(=O)C4C(C5=CC6=C(C=C35)OCO6)C7=CC(=C(C(=C7)OC)O)OC)O)O. Drug 2: C1C(C(OC1N2C=NC3=C(N=C(N=C32)Cl)N)CO)O. Cell line: SF-268. Synergy scores: CSS=14.7, Synergy_ZIP=0.0115, Synergy_Bliss=1.41, Synergy_Loewe=-2.52, Synergy_HSA=-1.04. (4) Drug 1: C1=NC(=NC(=O)N1C2C(C(C(O2)CO)O)O)N. Drug 2: CC1CCC2CC(C(=CC=CC=CC(CC(C(=O)C(C(C(=CC(C(=O)CC(OC(=O)C3CCCCN3C(=O)C(=O)C1(O2)O)C(C)CC4CCC(C(C4)OC)OCCO)C)C)O)OC)C)C)C)OC. Cell line: NCI-H460. Synergy scores: CSS=53.6, Synergy_ZIP=-4.07, Synergy_Bliss=-1.51, Synergy_Loewe=-0.274, Synergy_HSA=0.934. (5) Drug 1: C1=CC(=CC=C1CCCC(=O)O)N(CCCl)CCCl. Drug 2: CN1C(=O)N2C=NC(=C2N=N1)C(=O)N. Cell line: HT29. Synergy scores: CSS=14.6, Synergy_ZIP=-2.21, Synergy_Bliss=4.48, Synergy_Loewe=-9.74, Synergy_HSA=0.609. (6) Drug 1: CN1C(=O)N2C=NC(=C2N=N1)C(=O)N. Drug 2: CC12CCC3C(C1CCC2O)C(CC4=C3C=CC(=C4)O)CCCCCCCCCS(=O)CCCC(C(F)(F)F)(F)F. Cell line: SK-MEL-5. Synergy scores: CSS=1.63, Synergy_ZIP=-2.24, Synergy_Bliss=-3.88, Synergy_Loewe=-4.52, Synergy_HSA=-3.17. (7) Drug 1: CCC(=C(C1=CC=CC=C1)C2=CC=C(C=C2)OCCN(C)C)C3=CC=CC=C3.C(C(=O)O)C(CC(=O)O)(C(=O)O)O. Drug 2: C1CC(C1)(C(=O)O)C(=O)O.[NH2-].[NH2-].[Pt+2]. Cell line: HL-60(TB). Synergy scores: CSS=42.1, Synergy_ZIP=6.03, Synergy_Bliss=0.402, Synergy_Loewe=-30.3, Synergy_HSA=-21.4. (8) Drug 1: CC1C(C(=O)NC(C(=O)N2CCCC2C(=O)N(CC(=O)N(C(C(=O)O1)C(C)C)C)C)C(C)C)NC(=O)C3=C4C(=C(C=C3)C)OC5=C(C(=O)C(=C(C5=N4)C(=O)NC6C(OC(=O)C(N(C(=O)CN(C(=O)C7CCCN7C(=O)C(NC6=O)C(C)C)C)C)C(C)C)C)N)C. Drug 2: CC1CCCC2(C(O2)CC(NC(=O)CC(C(C(=O)C(C1O)C)(C)C)O)C(=CC3=CSC(=N3)C)C)C. Cell line: OVCAR-8. Synergy scores: CSS=60.5, Synergy_ZIP=2.62, Synergy_Bliss=0.280, Synergy_Loewe=-3.73, Synergy_HSA=1.58. (9) Drug 1: C1=CC(=CC=C1C#N)C(C2=CC=C(C=C2)C#N)N3C=NC=N3. Drug 2: CC1CCC2CC(C(=CC=CC=CC(CC(C(=O)C(C(C(=CC(C(=O)CC(OC(=O)C3CCCCN3C(=O)C(=O)C1(O2)O)C(C)CC4CCC(C(C4)OC)O)C)C)O)OC)C)C)C)OC. Cell line: T-47D. Synergy scores: CSS=-7.84, Synergy_ZIP=9.10, Synergy_Bliss=2.62, Synergy_Loewe=-4.73, Synergy_HSA=-5.89.